From a dataset of Catalyst prediction with 721,799 reactions and 888 catalyst types from USPTO. Predict which catalyst facilitates the given reaction. (1) Reactant: [Li]CCCC.C(NC(C)C)(C)C.[F:13][C:14]1[CH:19]=[CH:18][C:17]([F:20])=[CH:16][N:15]=1.[I:21]I.S(=O)(O)[O-].[Na+]. Product: [F:13][C:14]1[CH:19]=[C:18]([I:21])[C:17]([F:20])=[CH:16][N:15]=1. The catalyst class is: 30. (2) Reactant: C(OO)(=[O:3])C.OO.C(OC(=O)C)(=O)C.[Cl:15][CH2:16][CH2:17][N:18]([CH2:44][CH2:45][Cl:46])[C:19]1[CH:20]=[CH:21][C:22]([CH3:43])=[C:23]([CH2:25][C@@H:26]([NH:35][C:36]([O:38][C:39]([CH3:42])([CH3:41])[CH3:40])=[O:37])[CH2:27][C:28]([O:30][C:31]([CH3:34])([CH3:33])[CH3:32])=[O:29])[CH:24]=1. Product: [C:31]([O:30][C:28](=[O:29])[CH2:27][C@H:26]([NH:35][C:36]([O:38][C:39]([CH3:40])([CH3:42])[CH3:41])=[O:37])[CH2:25][C:23]1[CH:24]=[C:19]([N+:18]([O-:3])([CH2:44][CH2:45][Cl:46])[CH2:17][CH2:16][Cl:15])[CH:20]=[CH:21][C:22]=1[CH3:43])([CH3:34])([CH3:33])[CH3:32]. The catalyst class is: 4. (3) Reactant: [Cl:1][C:2]1[CH:3]=[C:4]2[C:9](=[CH:10][CH:11]=1)[N:8]=[CH:7][CH:6]=[C:5]2[CH2:12][N:13]1[C:21]([C:22]2[N:23]=[C:24]([NH:28]C(=O)OC(C)(C)C)[S:25][C:26]=2[CH3:27])=[C:20]2[C:15]([N:16]([CH2:39][CH:40]3[CH2:42][CH2:41]3)[C:17](=[O:38])[N:18]([CH3:37])[C:19]2=[O:36])=[N:14]1.C(O)(C(F)(F)F)=O. Product: [NH2:28][C:24]1[S:25][C:26]([CH3:27])=[C:22]([C:21]2[N:13]([CH2:12][C:5]3[C:4]4[C:9](=[CH:10][CH:11]=[C:2]([Cl:1])[CH:3]=4)[N:8]=[CH:7][CH:6]=3)[N:14]=[C:15]3[C:20]=2[C:19](=[O:36])[N:18]([CH3:37])[C:17](=[O:38])[N:16]3[CH2:39][CH:40]2[CH2:41][CH2:42]2)[N:23]=1. The catalyst class is: 4. (4) Reactant: Cl.[C:2]([C:6]1[CH:10]=[C:9]([NH2:11])[N:8]([CH2:12][CH:13]2[CH2:15][CH2:14]2)[N:7]=1)([CH3:5])([CH3:4])[CH3:3].N1C=CC=CC=1.[F:22][C:23]([F:34])([F:33])[C:24](O[C:24](=[O:25])[C:23]([F:34])([F:33])[F:22])=[O:25].O. Product: [C:2]([C:6]1[CH:10]=[C:9]([NH:11][C:24](=[O:25])[C:23]([F:34])([F:33])[F:22])[N:8]([CH2:12][CH:13]2[CH2:14][CH2:15]2)[N:7]=1)([CH3:5])([CH3:3])[CH3:4]. The catalyst class is: 2. (5) The catalyst class is: 3. Product: [Br:1][C:2]1[CH:3]=[C:4]([C:5]2[O:7][N:38]=[C:37]([C:34]3[CH:35]=[C:36]4[C:31](=[CH:32][CH:33]=3)[N:30]([CH2:41][CH2:42][C:43]([O:45][CH2:46][CH3:47])=[O:44])[CH:29]=[C:28]4[Cl:27])[N:39]=2)[CH:8]=[CH:9][C:10]=1[O:11][CH3:12]. Reactant: [Br:1][C:2]1[CH:3]=[C:4]([CH:8]=[CH:9][C:10]=1[O:11][CH3:12])[C:5]([OH:7])=O.C(Cl)CCl.C1C=CC2N(O)N=NC=2C=1.[Cl:27][C:28]1[C:36]2[C:31](=[CH:32][CH:33]=[C:34]([C:37]([NH:39]O)=[NH:38])[CH:35]=2)[N:30]([CH2:41][CH2:42][C:43]([O:45][CH2:46][CH3:47])=[O:44])[CH:29]=1. (6) Reactant: [Br:1][C:2]1[CH:7]=[C:6]([N+:8]([O-])=O)[CH:5]=[CH:4][C:3]=1[Cl:11].O.[Cl-].N. Product: [Br:1][C:2]1[CH:7]=[C:6]([NH2:8])[CH:5]=[CH:4][C:3]=1[Cl:11]. The catalyst class is: 186.